This data is from Catalyst prediction with 721,799 reactions and 888 catalyst types from USPTO. The task is: Predict which catalyst facilitates the given reaction. (1) The catalyst class is: 26. Reactant: Br[C:2]1[CH:7]=[CH:6]N=C(C=O)C=1.Cl.[CH3:11][C:12]([C:15]([NH2:17])=[O:16])([CH3:14])[NH2:13].C[C:19]([O-:21])=[O:20].[Na+].[BH-](OC(C)=O)(OC(C)=O)O[C:25](C)=O.[Na+].C(O)(=O)C.C(=O)(O)[O-].[Na+]. Product: [CH3:6][C:7]([O:21][C:19]([NH:13][C:12]([CH3:14])([C:15]([NH2:17])=[O:16])[CH3:11])=[O:20])([CH3:2])[CH3:25]. (2) Reactant: [F:1][C:2]1[CH:3]=[C:4]([CH:18]=[CH:19][CH:20]=1)[CH2:5][C@@H:6]1[CH2:10][CH2:9][N:8]([C:11](OC(C)(C)C)=[O:12])[CH2:7]1.C(O)([C:23]([F:26])([F:25])[F:24])=O. Product: [F:24][C:23]([F:26])([F:25])[C:11]([N:8]1[CH2:9][CH2:10][C@@H:6]([CH2:5][C:4]2[CH:18]=[CH:19][CH:20]=[C:2]([F:1])[CH:3]=2)[CH2:7]1)=[O:12]. The catalyst class is: 2.